From a dataset of Full USPTO retrosynthesis dataset with 1.9M reactions from patents (1976-2016). Predict the reactants needed to synthesize the given product. (1) Given the product [Br:1][C:2]1[CH:12]=[C:11](/[CH:13]=[CH:14]/[CH:15]([C:20]2[CH:21]=[C:22]([Cl:28])[C:23]([Cl:27])=[C:24]([Cl:26])[CH:25]=2)[C:16]([F:17])([F:19])[F:18])[CH:10]=[CH:9][C:3]=1[C:4]([NH:6][N:7]([CH3:37])[C:32](=[O:33])[CH2:31][C:30]([F:36])([F:35])[F:29])=[O:5], predict the reactants needed to synthesize it. The reactants are: [Br:1][C:2]1[CH:12]=[C:11](/[CH:13]=[CH:14]/[CH:15]([C:20]2[CH:25]=[C:24]([Cl:26])[C:23]([Cl:27])=[C:22]([Cl:28])[CH:21]=2)[C:16]([F:19])([F:18])[F:17])[CH:10]=[CH:9][C:3]=1[C:4]([N:6](C)[NH2:7])=[O:5].[F:29][C:30]([F:36])([F:35])[CH2:31][C:32](O)=[O:33].[CH3:37]CN=C=NCCCN(C)C.Cl.CCN(C(C)C)C(C)C. (2) The reactants are: [CH:1]([C:3]1[O:4][C:5]2[CH:11]=[C:10]([C:12]([O:14][CH3:15])=[O:13])[CH:9]=[CH:8][C:6]=2[CH:7]=1)=[O:2].[OH:16]P([O-])(O)=O.[K+].[O-]Cl=O.[Na+].[OH-].[Na+]. Given the product [CH3:15][O:14][C:12]([C:10]1[CH:9]=[CH:8][C:6]2[CH:7]=[C:3]([C:1]([OH:16])=[O:2])[O:4][C:5]=2[CH:11]=1)=[O:13], predict the reactants needed to synthesize it. (3) The reactants are: [C:1]([C:3]1[C:4]([N:22]2[CH2:27][CH2:26][CH:25]([C:28]([OH:30])=O)[CH2:24][CH2:23]2)=[N:5][C:6]([CH2:15][N:16]2[CH2:20][CH2:19][CH2:18][C:17]2=[O:21])=[C:7]([C:9]([O:11][CH:12]([CH3:14])[CH3:13])=[O:10])[CH:8]=1)#[N:2].[Cl:31][C:32]1[CH:37]=[CH:36][C:35]([CH2:38][S:39]([NH2:42])(=[O:41])=[O:40])=[CH:34][CH:33]=1. Given the product [Cl:31][C:32]1[CH:37]=[CH:36][C:35]([CH2:38][S:39]([NH:42][C:28]([CH:25]2[CH2:24][CH2:23][N:22]([C:4]3[C:3]([C:1]#[N:2])=[CH:8][C:7]([C:9]([O:11][CH:12]([CH3:14])[CH3:13])=[O:10])=[C:6]([CH2:15][N:16]4[CH2:20][CH2:19][CH2:18][C:17]4=[O:21])[N:5]=3)[CH2:27][CH2:26]2)=[O:30])(=[O:40])=[O:41])=[CH:34][CH:33]=1, predict the reactants needed to synthesize it. (4) The reactants are: [CH2:1]([C:5]1[CH:12]=[CH:11][CH:10]=[CH:9][C:6]=1[CH:7]=[O:8])[CH2:2][CH:3]=[CH2:4].[BH4-].[Na+]. Given the product [CH2:1]([C:5]1[CH:12]=[CH:11][CH:10]=[CH:9][C:6]=1[CH2:7][OH:8])[CH2:2][CH:3]=[CH2:4], predict the reactants needed to synthesize it. (5) Given the product [C:34]([OH:46])(=[O:45])[CH2:35][C:36]([CH2:41][C:42]([OH:44])=[O:43])([C:38]([OH:40])=[O:39])[OH:37].[CH3:1][C:2]1[CH:11]=[CH:10][C:9]([N:12]2[CH2:17][CH2:16][N:15]([CH3:18])[CH2:14][CH2:13]2)=[C:8]2[C:3]=1[CH2:4][CH2:5][C@@H:6]([NH:19][C:20](=[O:33])[C:21]1[CH:26]=[CH:25][C:24]([N:27]3[CH2:32][CH2:31][O:30][CH2:29][CH2:28]3)=[CH:23][CH:22]=1)[CH2:7]2, predict the reactants needed to synthesize it. The reactants are: [CH3:1][C:2]1[CH:11]=[CH:10][C:9]([N:12]2[CH2:17][CH2:16][N:15]([CH3:18])[CH2:14][CH2:13]2)=[C:8]2[C:3]=1[CH2:4][CH2:5][C@@H:6]([NH:19][C:20](=[O:33])[C:21]1[CH:26]=[CH:25][C:24]([N:27]3[CH2:32][CH2:31][O:30][CH2:29][CH2:28]3)=[CH:23][CH:22]=1)[CH2:7]2.[C:34]([OH:46])(=[O:45])[CH2:35][C:36]([CH2:41][C:42]([OH:44])=[O:43])([C:38]([OH:40])=[O:39])[OH:37]. (6) Given the product [ClH:18].[F:1][C:2]1[C:3]([CH2:10][CH2:11][C:12]2[NH:16][N:15]=[C:14]([NH:17][C:19]3[CH:24]=[CH:23][N:22]=[C:21]([NH:25][CH2:26][C:27]4[O:31][N:30]=[C:29]([CH3:32])[CH:28]=4)[N:20]=3)[CH:13]=2)=[CH:4][C:5]([O:8][CH3:9])=[N:6][CH:7]=1, predict the reactants needed to synthesize it. The reactants are: [F:1][C:2]1[C:3]([CH2:10][CH2:11][C:12]2[NH:16][N:15]=[C:14]([NH2:17])[CH:13]=2)=[CH:4][C:5]([O:8][CH3:9])=[N:6][CH:7]=1.[Cl:18][C:19]1[CH:24]=[CH:23][N:22]=[C:21]([NH:25][CH2:26][C:27]2[O:31][N:30]=[C:29]([CH3:32])[CH:28]=2)[N:20]=1. (7) Given the product [NH2:5][C:6]1[CH:14]=[CH:13][C:9]([C:10]2[N:12]=[C:19]([C:21]3[CH:22]=[C:23]([CH:26]=[CH:27][CH:28]=3)[C:24]#[N:25])[CH:18]=[CH:17][N:11]=2)=[CH:8][CH:7]=1, predict the reactants needed to synthesize it. The reactants are: [H-].[Na+].Cl.Cl.[NH2:5][C:6]1[CH:14]=[CH:13][C:9]([C:10]([NH2:12])=[NH:11])=[CH:8][CH:7]=1.CN(C)[CH:17]=[CH:18][C:19]([C:21]1[CH:22]=[C:23]([CH:26]=[CH:27][CH:28]=1)[C:24]#[N:25])=O. (8) Given the product [C:45]([CH2:44][CH:42]1[CH2:43][CH:40]([C:8]2[CH:17]=[CH:16][C:15]3[C:10](=[CH:11][CH:12]=[C:13]([C:18]4[N:22]([CH:23]5[CH2:24][CH2:25][CH2:26][CH2:27][CH2:28]5)[C:21]5[CH:29]=[CH:30][C:31]([C:33]([OH:35])=[O:34])=[CH:32][C:20]=5[N:19]=4)[CH:14]=3)[N:9]=2)[C:41]1([CH3:49])[CH3:48])([OH:47])=[O:46], predict the reactants needed to synthesize it. The reactants are: BrC1C=CC(O)=C([C:8]2[CH:17]=[CH:16][C:15]3[C:10](=[CH:11][CH:12]=[C:13]([C:18]4[N:22]([CH:23]5[CH2:28][CH2:27][CH2:26][CH2:25][CH2:24]5)[C:21]5[CH:29]=[CH:30][C:31]([C:33]([OH:35])=[O:34])=[CH:32][C:20]=5[N:19]=4)[CH:14]=3)[N:9]=2)C=1.C([CH:40]1[CH2:43][CH:42]([CH2:44][C:45]([OH:47])=[O:46])[C:41]1([CH3:49])[CH3:48])(=O)C.[OH-].[K+].